This data is from Catalyst prediction with 721,799 reactions and 888 catalyst types from USPTO. The task is: Predict which catalyst facilitates the given reaction. (1) Reactant: C(OC([NH:8][CH2:9][CH2:10][CH2:11][CH2:12][CH2:13][C:14]([O:16][C:17]1[CH:18]=[C:19]2[C:23](=[CH:24][CH:25]=1)[NH:22][CH:21]=[C:20]2[CH2:26][CH2:27][NH:28][C:29]1[N:37]=[C:36]([C:38]2[C:39]3[CH:46]=[CH:45][CH:44]=[CH:43][C:40]=3[S:41][CH:42]=2)[N:35]=[C:34]2[C:30]=1[N:31]=[CH:32][N:33]2[CH:47]([CH3:49])[CH3:48])=[O:15])=O)(C)(C)C.C(O)(C(F)(F)F)=O. Product: [NH2:8][CH2:9][CH2:10][CH2:11][CH2:12][CH2:13][C:14]([O:16][C:17]1[CH:18]=[C:19]2[C:23](=[CH:24][CH:25]=1)[NH:22][CH:21]=[C:20]2[CH2:26][CH2:27][NH:28][C:29]1[N:37]=[C:36]([C:38]2[C:39]3[CH:46]=[CH:45][CH:44]=[CH:43][C:40]=3[S:41][CH:42]=2)[N:35]=[C:34]2[C:30]=1[N:31]=[CH:32][N:33]2[CH:47]([CH3:49])[CH3:48])=[O:15]. The catalyst class is: 2. (2) Reactant: CC(C)([O-])C.[K+].[Cl:7][C:8]1[C:9](F)=[CH:10][C:11]([F:21])=[C:12]([CH:20]=1)[C:13]([O:15][C:16]([CH3:19])([CH3:18])[CH3:17])=[O:14].[CH2:23]([N:30]1[CH2:35][CH2:34][CH:33]([CH2:36][OH:37])[CH2:32][CH2:31]1)[C:24]1[CH:29]=[CH:28][CH:27]=[CH:26][CH:25]=1. Product: [CH2:23]([N:30]1[CH2:35][CH2:34][CH:33]([CH2:36][O:37][C:9]2[C:8]([Cl:7])=[CH:20][C:12]([C:13]([O:15][C:16]([CH3:19])([CH3:18])[CH3:17])=[O:14])=[C:11]([F:21])[CH:10]=2)[CH2:32][CH2:31]1)[C:24]1[CH:29]=[CH:28][CH:27]=[CH:26][CH:25]=1. The catalyst class is: 197. (3) Reactant: [Br:1][C:2]1[C:10]2[C:5](=[CH:6][C:7]([CH:12]([NH:14][CH:15]3[CH2:17][CH2:16]3)[CH3:13])=[CH:8][C:9]=2[I:11])[N:4]([CH2:18][CH2:19][CH2:20][O:21][CH3:22])[N:3]=1.[C:23](O[C:23]([O:25][C:26]([CH3:29])([CH3:28])[CH3:27])=[O:24])([O:25][C:26]([CH3:29])([CH3:28])[CH3:27])=[O:24].CN(C1C=CC=CN=1)C.O. Product: [Br:1][C:2]1[C:10]2[C:5](=[CH:6][C:7]([CH:12]([N:14]([CH:15]3[CH2:16][CH2:17]3)[C:23](=[O:24])[O:25][C:26]([CH3:29])([CH3:28])[CH3:27])[CH3:13])=[CH:8][C:9]=2[I:11])[N:4]([CH2:18][CH2:19][CH2:20][O:21][CH3:22])[N:3]=1. The catalyst class is: 4. (4) Product: [F:25][C:2]([F:24])([F:1])[C:3]1[CH:8]=[CH:7][CH:6]=[CH:5][C:4]=1[CH2:9][N:10]([CH2:29][CH:26]1[CH2:28][CH2:27]1)[CH:11]1[CH2:12][CH2:13][N:14]([C:17]([O:19][C:20]([CH3:22])([CH3:21])[CH3:23])=[O:18])[CH2:15][CH2:16]1. Reactant: [F:1][C:2]([F:25])([F:24])[C:3]1[CH:8]=[CH:7][CH:6]=[CH:5][C:4]=1[CH2:9][NH:10][CH:11]1[CH2:16][CH2:15][N:14]([C:17]([O:19][C:20]([CH3:23])([CH3:22])[CH3:21])=[O:18])[CH2:13][CH2:12]1.[CH:26]1([CH:29]=O)[CH2:28][CH2:27]1.[Na].[OH-].[Na+]. The catalyst class is: 26.